From a dataset of Forward reaction prediction with 1.9M reactions from USPTO patents (1976-2016). Predict the product of the given reaction. (1) Given the reactants [NH:1]1[C:9]2[C:4](=[CH:5][CH:6]=[CH:7][CH:8]=2)[CH2:3][CH2:2]1.Br.Br[CH2:12][CH2:13][NH2:14].ClCCl.CO, predict the reaction product. The product is: [NH2:14][CH2:13][CH2:12][N:1]1[C:9]2[C:4](=[CH:5][CH:6]=[CH:7][CH:8]=2)[CH2:3][CH2:2]1. (2) Given the reactants Cl[C:2]1[C:11]2[C:6](=[CH:7][C:8]([F:13])=[CH:9][C:10]=2[F:12])[N:5]=[C:4]([N:14]2[CH2:19][CH2:18][N:17]([CH3:20])[CH2:16][C:15]2=[O:21])[C:3]=1[CH3:22].[O:23]1[CH2:28][CH2:27][N:26]([C:29]2[C:34]([NH2:35])=[CH:33][C:32]([N:36]3[CH2:41][CH2:40][O:39][CH2:38][CH2:37]3)=[CH:31][N:30]=2)[CH2:25][CH2:24]1, predict the reaction product. The product is: [N:26]1([C:29]2[C:34]([NH:35][C:2]3[C:11]4[C:6](=[CH:7][C:8]([F:13])=[CH:9][C:10]=4[F:12])[N:5]=[C:4]([N:14]4[CH2:19][CH2:18][N:17]([CH3:20])[CH2:16][C:15]4=[O:21])[C:3]=3[CH3:22])=[CH:33][C:32]([N:36]3[CH2:37][CH2:38][O:39][CH2:40][CH2:41]3)=[CH:31][N:30]=2)[CH2:25][CH2:24][O:23][CH2:28][CH2:27]1.